From a dataset of Forward reaction prediction with 1.9M reactions from USPTO patents (1976-2016). Predict the product of the given reaction. (1) Given the reactants [C:1]([O:5][C:6](=[O:18])[N:7]([CH2:15][CH2:16][OH:17])[C@H:8]1[CH2:13][CH2:12][C@H:11]([CH3:14])[CH2:10][CH2:9]1)([CH3:4])([CH3:3])[CH3:2].[Cl:19][C:20]1[CH:27]=[CH:26][CH:25]=[CH:24][C:21]=1[CH2:22]Br.[H-].[Na+].O, predict the reaction product. The product is: [C:1]([O:5][C:6](=[O:18])[N:7]([CH2:15][CH2:16][O:17][CH2:22][C:21]1[CH:24]=[CH:25][CH:26]=[CH:27][C:20]=1[Cl:19])[CH:8]1[CH2:9][CH2:10][CH:11]([CH3:14])[CH2:12][CH2:13]1)([CH3:2])([CH3:3])[CH3:4]. (2) Given the reactants [NH2:1][C:2]1[CH:7]=[CH:6][CH:5]=[CH:4][C:3]=1[NH:8][C:9]1[N:17]=[C:16]2[C:12]([N:13]=[C:14]([CH2:19][N:20]3[CH2:25][CH2:24][CH:23]([C:26]([OH:29])([CH3:28])[CH3:27])[CH2:22][CH2:21]3)[N:15]2[CH3:18])=[C:11]([N:30]2[CH2:35][CH2:34][O:33][CH2:32][CH2:31]2)[N:10]=1.C1N=CN([C:41](N2C=NC=C2)=[O:42])C=1, predict the reaction product. The product is: [OH:29][C:26]([CH:23]1[CH2:22][CH2:21][N:20]([CH2:19][C:14]2[N:15]([CH3:18])[C:16]3[C:12]([N:13]=2)=[C:11]([N:30]2[CH2:31][CH2:32][O:33][CH2:34][CH2:35]2)[N:10]=[C:9]([N:8]2[C:3]4[CH:4]=[CH:5][CH:6]=[CH:7][C:2]=4[NH:1][C:41]2=[O:42])[N:17]=3)[CH2:25][CH2:24]1)([CH3:28])[CH3:27]. (3) Given the reactants [NH:1]1[C:9]2[C:4](=[CH:5][C:6]([NH2:10])=[CH:7][CH:8]=2)[CH:3]=[CH:2]1.Br[C:12]1[CH:21]=[CH:20][C:19]([Cl:22])=[CH:18][C:13]=1[C:14]([O:16][CH3:17])=[O:15].C(=O)([O-])[O-].[Cs+].[Cs+].C1(C)C=CC=CC=1, predict the reaction product. The product is: [NH:1]1[C:9]2[C:4](=[CH:5][C:6]([NH:10][C:12]3[CH:21]=[CH:20][C:19]([Cl:22])=[CH:18][C:13]=3[C:14]([O:16][CH3:17])=[O:15])=[CH:7][CH:8]=2)[CH:3]=[CH:2]1. (4) The product is: [CH:1]1([C:4]2[S:30][C:7]3[N:8]([CH2:14][C:15]4[CH:20]=[CH:19][C:18]([C:21]5[C:22]([C:27]#[N:28])=[CH:23][CH:24]=[CH:25][CH:26]=5)=[CH:17][C:16]=4[F:29])[C:9](=[O:13])[N:10]([CH2:32][C:33]([C:35]4[CH:40]=[CH:39][C:38]([O:41][CH3:42])=[CH:37][CH:36]=4)=[O:34])[C:11](=[O:12])[C:6]=3[CH:5]=2)[CH2:3][CH2:2]1. Given the reactants [CH:1]1([C:4]2[S:30][C:7]3[N:8]([CH2:14][C:15]4[CH:20]=[CH:19][C:18]([C:21]5[C:22]([C:27]#[N:28])=[CH:23][CH:24]=[CH:25][CH:26]=5)=[CH:17][C:16]=4[F:29])[C:9](=[O:13])[NH:10][C:11](=[O:12])[C:6]=3[CH:5]=2)[CH2:3][CH2:2]1.Br[CH2:32][C:33]([C:35]1[CH:40]=[CH:39][C:38]([O:41][CH3:42])=[CH:37][CH:36]=1)=[O:34].CN(C)C=O.[H-].[Na+], predict the reaction product. (5) The product is: [CH3:6][NH:7][CH2:9][C:10]([N:12]1[CH2:17][CH2:16][N:15]([C:18]2[N:19]=[CH:20][CH:21]=[CH:22][C:23]=2[C:24]#[N:25])[CH2:14][CH2:13]1)=[O:11]. Given the reactants C(O[C:6](=O)[N:7]([CH2:9][C:10]([N:12]1[CH2:17][CH2:16][N:15]([C:18]2[C:23]([C:24]#[N:25])=[CH:22][CH:21]=[CH:20][N:19]=2)[CH2:14][CH2:13]1)=[O:11])C)(C)(C)C.FC(F)(F)C(O)=O, predict the reaction product. (6) Given the reactants [NH2:1][C:2]1[C:7]([O:8][C:9]2[CH:14]=[CH:13][C:12]([F:15])=[CH:11][C:10]=2[F:16])=[CH:6][C:5]([C:17]#[C:18][CH2:19][CH2:20][O:21][CH3:22])=[CH:4][N:3]=1, predict the reaction product. The product is: [NH2:1][C:2]1[C:7]([O:8][C:9]2[CH:14]=[CH:13][C:12]([F:15])=[CH:11][C:10]=2[F:16])=[CH:6][C:5]([CH2:17][CH2:18][CH2:19][CH2:20][O:21][CH3:22])=[CH:4][N:3]=1.